Dataset: Catalyst prediction with 721,799 reactions and 888 catalyst types from USPTO. Task: Predict which catalyst facilitates the given reaction. (1) Reactant: [CH3:1][C:2]1[S:3][C:4]([CH3:8])=[C:5]([CH3:7])[N:6]=1.[Br:9][CH2:10][C:11](=[O:16])[C:12]([CH3:15])([CH3:14])[CH3:13]. Product: [Br-:9].[CH3:13][C:12]([CH3:15])([CH3:14])[C:11](=[O:16])[CH2:10][N+:6]1[C:5]([CH3:7])=[C:4]([CH3:8])[S:3][C:2]=1[CH3:1]. The catalyst class is: 10. (2) Reactant: [CH3:1][C:2]1[CH:3]=[C:4]([CH:9]2[CH2:14][N:13]([C:15]([O:17]C3C=CC([N+]([O-])=O)=CC=3)=O)[CH2:12][CH:11]([C:27]([O:29][CH3:30])=[O:28])[CH2:10]2)[CH:5]=[CH:6][C:7]=1[CH3:8].[OH:31][CH:32]1[CH2:37][CH2:36][NH:35][CH2:34][CH2:33]1.C(=O)([O-])[O-].[K+].[K+]. Product: [CH3:1][C:2]1[CH:3]=[C:4]([CH:9]2[CH2:14][N:13]([C:15]([N:35]3[CH2:36][CH2:37][CH:32]([OH:31])[CH2:33][CH2:34]3)=[O:17])[CH2:12][CH:11]([C:27]([O:29][CH3:30])=[O:28])[CH2:10]2)[CH:5]=[CH:6][C:7]=1[CH3:8]. The catalyst class is: 9. (3) Reactant: [C:1]([C:3]1[N:8]=[CH:7][C:6]([CH2:9][O:10][C:11]2[CH:16]=[CH:15][C:14]([C:17]3[N:22]4[N:23]=[C:24]([NH:26][C:27]([CH:29]5[CH2:31][CH2:30]5)=[O:28])[N:25]=[C:21]4[CH:20]=[CH:19][CH:18]=3)=[CH:13][CH:12]=2)=[CH:5][CH:4]=1)#[N:2].[N-:32]=[N+:33]=[N-:34].[Na+].[Cl-].[NH4+]. Product: [N:2]1[NH:32][N:33]=[N:34][C:1]=1[C:3]1[N:8]=[CH:7][C:6]([CH2:9][O:10][C:11]2[CH:12]=[CH:13][C:14]([C:17]3[N:22]4[N:23]=[C:24]([NH:26][C:27]([CH:29]5[CH2:30][CH2:31]5)=[O:28])[N:25]=[C:21]4[CH:20]=[CH:19][CH:18]=3)=[CH:15][CH:16]=2)=[CH:5][CH:4]=1. The catalyst class is: 13.